Dataset: Catalyst prediction with 721,799 reactions and 888 catalyst types from USPTO. Task: Predict which catalyst facilitates the given reaction. (1) Reactant: CO[C:3](=[O:15])[CH:4](Br)[C:5]1[CH:10]=[CH:9][C:8]([N+:11]([O-:13])=[O:12])=[CH:7][CH:6]=1.[CH3:16][NH:17][CH2:18][CH2:19][NH:20][CH3:21]. Product: [CH3:16][N:17]1[CH2:18][CH2:19][N:20]([CH3:21])[CH:4]([C:5]2[CH:6]=[CH:7][C:8]([N+:11]([O-:13])=[O:12])=[CH:9][CH:10]=2)[C:3]1=[O:15]. The catalyst class is: 8. (2) Reactant: [CH3:1][CH:2]([CH:10]=[CH:11][CH:12]=[C:13]([CH3:20])[CH2:14][CH2:15][CH:16]=[C:17]([CH3:19])[CH3:18])[CH:3](OCC)[O:4]CC.O1CCCC1.CC1C=CC(S(O)(=O)=O)=CC=1.C([O-])(O)=O.[Na+]. Product: [CH3:1][CH:2]([CH:10]=[CH:11][CH:12]=[C:13]([CH3:20])[CH2:14][CH2:15][CH:16]=[C:17]([CH3:19])[CH3:18])[CH:3]=[O:4]. The catalyst class is: 6. (3) Reactant: C([N:8]1[CH2:13][CH2:12][P:11](=[O:15])([CH3:14])[CH2:10][CH2:9]1)C1C=CC=CC=1.[ClH:16]. Product: [ClH:16].[CH3:14][P:11]1(=[O:15])[CH2:12][CH2:13][NH:8][CH2:9][CH2:10]1. The catalyst class is: 29. (4) Reactant: Br[C:2]1[C:10]([CH3:11])=[C:9]2[C:5]([C:6]([CH3:14])([CH3:13])[C:7](=[O:12])[NH:8]2)=[CH:4][CH:3]=1.CC([O-])(C)C.[Na+].[NH:21]1[CH2:26][CH2:25][O:24][CH2:23][CH2:22]1.C(N1CCN2CCN(CC(C)C)P1N(CC(C)C)CC2)C(C)C. The catalyst class is: 101. Product: [CH3:13][C:6]1([CH3:14])[C:5]2[C:9](=[C:10]([CH3:11])[C:2]([N:21]3[CH2:26][CH2:25][O:24][CH2:23][CH2:22]3)=[CH:3][CH:4]=2)[NH:8][C:7]1=[O:12]. (5) Reactant: [CH3:1][C:2]1[S:6][C:5]([C:7]2[CH:15]=[C:14]3[C:10]([C:11]([C:16]([OH:18])=[O:17])=[N:12][NH:13]3)=[CH:9][CH:8]=2)=[N:4][CH:3]=1.[N:19]12[CH2:26][CH2:25][CH:22]([CH2:23][CH2:24]1)[C@@H:21](O)[CH2:20]2.C1(P(C2C=CC=CC=2)C2C=CC=CC=2)C=CC=CC=1.N(C(OC(C)C)=O)=NC(OC(C)C)=O. Product: [CH3:1][C:2]1[S:6][C:5]([C:7]2[CH:15]=[C:14]3[C:10]([C:11]([C:16]([O:18][C@H:21]4[CH:22]5[CH2:25][CH2:26][N:19]([CH2:24][CH2:23]5)[CH2:20]4)=[O:17])=[N:12][NH:13]3)=[CH:9][CH:8]=2)=[N:4][CH:3]=1. The catalyst class is: 7.